This data is from Catalyst prediction with 721,799 reactions and 888 catalyst types from USPTO. The task is: Predict which catalyst facilitates the given reaction. Reactant: Cl[C:2]1[C:3](=[O:26])[N:4]([CH2:15][C:16]([O:18][CH2:19][C:20]2[CH:25]=[CH:24][CH:23]=[CH:22][CH:21]=2)=[O:17])[C:5]([C:9]2[CH:14]=[CH:13][CH:12]=[CH:11][CH:10]=2)=[C:6]([Cl:8])[N:7]=1.[CH2:27]([Sn](CC)(CC)CC)[CH3:28]. Product: [Cl:8][C:6]1[N:7]=[C:2]([CH2:27][CH3:28])[C:3](=[O:26])[N:4]([CH2:15][C:16]([O:18][CH2:19][C:20]2[CH:25]=[CH:24][CH:23]=[CH:22][CH:21]=2)=[O:17])[C:5]=1[C:9]1[CH:14]=[CH:13][CH:12]=[CH:11][CH:10]=1. The catalyst class is: 109.